Dataset: Forward reaction prediction with 1.9M reactions from USPTO patents (1976-2016). Task: Predict the product of the given reaction. Given the reactants O=C1C2C(=CC=CC=2)N=C(C(OCC)=O)N1.[CH3:17][C:18]1[C:26]2[C:25](=[O:27])[NH:24][C:23]([C:28]([O:30]CC)=O)=[N:22][C:21]=2[S:20][CH:19]=1.C1(C(C2C=CC=CC=2)(C2C=CC=CC=2)N2C=NC(CCCOC3C=C(CN)C=CN=3)=N2)C=CC=CC=1.C1(C(C2C=CC=CC=2)(C2C=CC=CC=2)[N:76]2[CH:80]=[N:79][C:78]([O:81][CH2:82][CH2:83][O:84][C:85]3[CH:86]=[C:87]([CH2:91][NH2:92])[CH:88]=[CH:89][CH:90]=3)=[N:77]2)C=CC=CC=1, predict the reaction product. The product is: [CH3:17][C:18]1[C:26]2[C:25](=[O:27])[NH:24][C:23]([C:28]([NH:92][CH2:91][C:87]3[CH:88]=[CH:89][CH:90]=[C:85]([O:84][CH2:83][CH2:82][O:81][C:78]4[N:79]=[CH:80][NH:76][N:77]=4)[CH:86]=3)=[O:30])=[N:22][C:21]=2[S:20][CH:19]=1.